This data is from Catalyst prediction with 721,799 reactions and 888 catalyst types from USPTO. The task is: Predict which catalyst facilitates the given reaction. (1) Reactant: [Cl:1][C:2]1[N:7]=[C:6](Cl)[CH:5]=[C:4]([C:9]([OH:11])=[O:10])[N:3]=1.[NH2:12][C:13]1[CH:17]=[C:16]([CH3:18])[NH:15][N:14]=1.C(=O)([O-])[O-].[Na+:23].[Na+]. Product: [Na+:23].[Cl:1][C:2]1[N:7]=[C:6]([NH:12][C:13]2[CH:17]=[C:16]([CH3:18])[NH:15][N:14]=2)[CH:5]=[C:4]([C:9]([O-:11])=[O:10])[N:3]=1. The catalyst class is: 6. (2) The catalyst class is: 7. Reactant: [H-].[Al+3].[Li+].[H-].[H-].[H-].[Cl:7][CH2:8][CH2:9][N:10]1[C:14]([C:15](OC)=[O:16])=[CH:13][C:12]([C:19]2[CH:24]=[CH:23][C:22]([F:25])=[CH:21][CH:20]=2)=[N:11]1.[OH-].[Na+].[H][H]. Product: [Cl:7][CH2:8][CH2:9][N:10]1[C:14]([CH2:15][OH:16])=[CH:13][C:12]([C:19]2[CH:24]=[CH:23][C:22]([F:25])=[CH:21][CH:20]=2)=[N:11]1. (3) Reactant: Cl[C:2]1[N:3]=[C:4]([N:24]2[CH2:29][CH2:28][O:27][CH2:26][CH2:25]2)[C:5]2[S:10][C:9]([CH2:11][N:12]3[CH2:17][CH2:16][CH:15]([N:18]4[CH2:23][CH2:22][O:21][CH2:20][CH2:19]4)[CH2:14][CH2:13]3)=[CH:8][C:6]=2[N:7]=1.[CH:30]1[C:39]2[CH:38]=[CH:37][CH:36]=[C:35](B(O)O)[C:34]=2[CH:33]=[CH:32][N:31]=1.C(=O)([O-])[O-].[Na+].[Na+]. Product: [CH:30]1[C:39]2[C:34](=[C:35]([C:2]3[N:3]=[C:4]([N:24]4[CH2:29][CH2:28][O:27][CH2:26][CH2:25]4)[C:5]4[S:10][C:9]([CH2:11][N:12]5[CH2:17][CH2:16][CH:15]([N:18]6[CH2:23][CH2:22][O:21][CH2:20][CH2:19]6)[CH2:14][CH2:13]5)=[CH:8][C:6]=4[N:7]=3)[CH:36]=[CH:37][CH:38]=2)[CH:33]=[CH:32][N:31]=1. The catalyst class is: 745. (4) Reactant: Cl.[S:2]1[C:6]([C:7]2[CH:8]=[CH:9][C:10]3[O:16][CH2:15][CH2:14][NH:13][CH2:12][C:11]=3[CH:17]=2)=[CH:5][N:4]=[CH:3]1.[C:18](Cl)([Cl:20])=[O:19].C1(C)C=CC=CC=1.C(N(CC)CC)C. Product: [S:2]1[C:6]([C:7]2[CH:8]=[CH:9][C:10]3[O:16][CH2:15][CH2:14][N:13]([C:18]([Cl:20])=[O:19])[CH2:12][C:11]=3[CH:17]=2)=[CH:5][N:4]=[CH:3]1. The catalyst class is: 4. (5) Reactant: F[C:2]1[CH:7]=[CH:6][C:5]([C:8](=[O:10])[CH3:9])=[CH:4][CH:3]=1.[NH2:11][C:12]1[CH:17]=[CH:16][C:15]([OH:18])=[CH:14][C:13]=1[N+:19]([O-:21])=[O:20].C([O-])([O-])=O.[Cs+].[Cs+]. Product: [NH2:11][C:12]1[CH:17]=[CH:16][C:15]([O:18][C:2]2[CH:7]=[CH:6][C:5]([C:8](=[O:10])[CH3:9])=[CH:4][CH:3]=2)=[CH:14][C:13]=1[N+:19]([O-:21])=[O:20]. The catalyst class is: 9. (6) Reactant: [CH3:1][O:2][C:3]([C:5]1[C:9]([N+:10]([O-:12])=[O:11])=[CH:8][NH:7][N:6]=1)=[O:4].C1(C)C=CC(S(O)(=O)=O)=CC=1.[O:24]1[CH:29]=[CH:28][CH2:27][CH2:26][CH2:25]1. Product: [CH3:1][O:2][C:3]([C:5]1[C:9]([N+:10]([O-:12])=[O:11])=[CH:8][N:7]([CH:25]2[CH2:26][CH2:27][CH2:28][CH2:29][O:24]2)[N:6]=1)=[O:4]. The catalyst class is: 22. (7) Reactant: [C:1]([O:4][C@H:5]1[C@@H:19]([O:20][C:21](=[O:23])[CH3:22])[C@H:18]([O:24][C:25](=[O:27])[CH3:26])[C@@H:17]([CH2:28][O:29][C:30](=[O:32])[CH3:31])[O:16][C@@H:6]1[O:7][C:8]1[CH:13]=[CH:12][C:11](I)=[CH:10][C:9]=1[Cl:15])(=[O:3])[CH3:2].[Cl:33][C:34]1[CH:35]=[C:36]2[CH:42]=[CH:41][NH:40][C:37]2=[N:38][CH:39]=1.[O-]P([O-])([O-])=O.[K+].[K+].[K+].[C@@H]1(N)CCCC[C@H]1N. Product: [C:1]([O:4][C@H:5]1[C@@H:19]([O:20][C:21](=[O:23])[CH3:22])[C@H:18]([O:24][C:25](=[O:27])[CH3:26])[C@@H:17]([CH2:28][O:29][C:30](=[O:32])[CH3:31])[O:16][C@@H:6]1[O:7][C:8]1[CH:13]=[CH:12][C:11]([N:40]2[C:37]3=[N:38][CH:39]=[C:34]([Cl:33])[CH:35]=[C:36]3[CH:42]=[CH:41]2)=[CH:10][C:9]=1[Cl:15])(=[O:3])[CH3:2]. The catalyst class is: 205.